This data is from Peptide-MHC class II binding affinity with 134,281 pairs from IEDB. The task is: Regression. Given a peptide amino acid sequence and an MHC pseudo amino acid sequence, predict their binding affinity value. This is MHC class II binding data. (1) The peptide sequence is YEVRAELPGVDPDKD. The MHC is DRB1_0301 with pseudo-sequence DRB1_0301. The binding affinity (normalized) is 0.0374. (2) The peptide sequence is TFWMGSHEVNGTWMI. The MHC is DRB1_0701 with pseudo-sequence DRB1_0701. The binding affinity (normalized) is 0.482. (3) The peptide sequence is HGRQIRMAKLLGRDP. The MHC is HLA-DQA10501-DQB10201 with pseudo-sequence HLA-DQA10501-DQB10201. The binding affinity (normalized) is 0.